This data is from Full USPTO retrosynthesis dataset with 1.9M reactions from patents (1976-2016). The task is: Predict the reactants needed to synthesize the given product. Given the product [OH:23]/[C:22](/[C:19]1([CH3:18])[CH2:21][CH2:20]1)=[CH:16]\[C:15](=[O:17])/[CH:14]=[CH:13]/[O:12][CH3:11], predict the reactants needed to synthesize it. The reactants are: [Li+].C[Si]([N-][Si](C)(C)C)(C)C.[CH3:11][O:12]/[CH:13]=[CH:14]/[C:15](=[O:17])[CH3:16].[CH3:18][C:19]1([C:22](Cl)=[O:23])[CH2:21][CH2:20]1.